Dataset: Full USPTO retrosynthesis dataset with 1.9M reactions from patents (1976-2016). Task: Predict the reactants needed to synthesize the given product. (1) Given the product [F:15][C:16]1[CH:24]=[CH:23][CH:22]=[C:21]2[C:17]=1[CH:18]=[CH:19][N:20]2[C:2]1[CH:7]=[CH:6][N:5]=[C:4]([NH:8][C:9]2[CH:14]=[CH:13][CH:12]=[CH:11][CH:10]=2)[N:3]=1, predict the reactants needed to synthesize it. The reactants are: Cl[C:2]1[CH:7]=[CH:6][N:5]=[C:4]([NH:8][C:9]2[CH:14]=[CH:13][CH:12]=[CH:11][CH:10]=2)[N:3]=1.[F:15][C:16]1[CH:24]=[CH:23][CH:22]=[C:21]2[C:17]=1[CH:18]=[CH:19][NH:20]2.C([O-])([O-])=O.[Cs+].[Cs+]. (2) Given the product [O:1]1[CH2:6][CH2:5][O:4][C:3]2[CH:7]=[C:8]([N:11]3[C:20]4[C:15](=[CH:16][CH:17]=[CH:18][CH:19]=4)[N:14]=[C:13]([C:21]([Cl:33])=[O:22])[C:12]3=[O:24])[CH:9]=[CH:10][C:2]1=2, predict the reactants needed to synthesize it. The reactants are: [O:1]1[CH2:6][CH2:5][O:4][C:3]2[CH:7]=[C:8]([N:11]3[C:20]4[C:15](=[CH:16][CH:17]=[CH:18][CH:19]=4)[N:14]=[C:13]([C:21](O)=[O:22])[C:12]3=[O:24])[CH:9]=[CH:10][C:2]1=2.CN(C)C=O.C(Cl)(=O)C([Cl:33])=O.